Dataset: Catalyst prediction with 721,799 reactions and 888 catalyst types from USPTO. Task: Predict which catalyst facilitates the given reaction. Reactant: Br[CH2:2][CH2:3][C:4]#[CH:5].[C:6]([O:10][C:11]([N:13]1[CH2:18][CH2:17][NH:16][CH2:15][CH2:14]1)=[O:12])([CH3:9])([CH3:8])[CH3:7].C(=O)([O-])[O-].[K+].[K+].O. Product: [CH2:2]([N:16]1[CH2:15][CH2:14][N:13]([C:11]([O:10][C:6]([CH3:9])([CH3:8])[CH3:7])=[O:12])[CH2:18][CH2:17]1)[CH2:3][C:4]#[CH:5]. The catalyst class is: 10.